This data is from Catalyst prediction with 721,799 reactions and 888 catalyst types from USPTO. The task is: Predict which catalyst facilitates the given reaction. Reactant: [Cl:1][C:2]1[C:3]([CH3:11])=[CH:4][C:5]2[N:6]([CH:8]=[CH:9][N:10]=2)[N:7]=1.[Br:12]Br. Product: [Br:12][C:8]1[N:6]2[N:7]=[C:2]([Cl:1])[C:3]([CH3:11])=[CH:4][C:5]2=[N:10][CH:9]=1. The catalyst class is: 15.